From a dataset of Peptide-MHC class I binding affinity with 185,985 pairs from IEDB/IMGT. Regression. Given a peptide amino acid sequence and an MHC pseudo amino acid sequence, predict their binding affinity value. This is MHC class I binding data. The binding affinity (normalized) is 0.0847. The MHC is HLA-B44:02 with pseudo-sequence HLA-B44:02. The peptide sequence is GKLDPTNTL.